This data is from Full USPTO retrosynthesis dataset with 1.9M reactions from patents (1976-2016). The task is: Predict the reactants needed to synthesize the given product. (1) Given the product [NH2:37][C:29]1[C:28]([C:26]([C:2]2[CH:7]=[CH:6][CH:5]=[CH:4][C:3]=2[O:8][CH2:9][CH3:10])=[O:27])=[CH:33][N:32]=[C:31]([S:34][CH2:35][CH3:36])[N:30]=1, predict the reactants needed to synthesize it. The reactants are: I[C:2]1[CH:7]=[CH:6][CH:5]=[CH:4][C:3]=1[OH:8].[CH2:9](I)[CH3:10].C(=O)([O-])[O-].[K+].[K+].C([Li])CCC.CON(C)[C:26]([C:28]1[C:29]([NH2:37])=[N:30][C:31]([S:34][CH2:35][CH3:36])=[N:32][CH:33]=1)=[O:27]. (2) The reactants are: [Sn](Cl)Cl.[C:4]([C:8]1[CH:13]=[CH:12][C:11]([C:14]#[C:15][C:16]2(O)[C:27]3[C:26]4[CH:28]=[CH:29][CH:30]=[CH:31][C:25]=4[S:24][C:23]=3[C:22]([C:33]#[C:34][C:35]3[CH:40]=[CH:39][C:38]([C:41]([CH3:44])([CH3:43])[CH3:42])=[CH:37][CH:36]=3)(O)[C:21]3[C:20]4[CH:45]=[CH:46][CH:47]=[CH:48][C:19]=4[S:18][C:17]2=3)=[CH:10][CH:9]=1)([CH3:7])([CH3:6])[CH3:5]. Given the product [C:41]([C:38]1[CH:39]=[CH:40][C:35]([C:34]#[C:33][C:22]2[C:21]3[C:20]4[CH:45]=[CH:46][CH:47]=[CH:48][C:19]=4[S:18][C:17]=3[C:16]([C:15]#[C:14][C:11]3[CH:12]=[CH:13][C:8]([C:4]([CH3:6])([CH3:5])[CH3:7])=[CH:9][CH:10]=3)=[C:27]3[C:23]=2[S:24][C:25]2[CH:31]=[CH:30][CH:29]=[CH:28][C:26]=23)=[CH:36][CH:37]=1)([CH3:42])([CH3:43])[CH3:44], predict the reactants needed to synthesize it. (3) Given the product [CH3:22][O:25][CH2:11][CH:10]([NH2:29])[CH2:9][C:6]1[CH:7]=[CH:8][C:3]([O:2][CH3:1])=[C:4]([O:16][CH2:17][CH2:18][CH2:19][O:20][CH3:21])[CH:5]=1, predict the reactants needed to synthesize it. The reactants are: [CH3:1][O:2][C:3]1[CH:8]=[CH:7][C:6]([CH2:9][C:10](=O)[C:11](C)(C)C)=[CH:5][C:4]=1[O:16][CH2:17][CH2:18][CH2:19][O:20][CH3:21].[C:22]([O-:25])(=O)C.[NH4+].[BH3-]C#[N:29].[Na+]. (4) Given the product [Cl:1][C:2]1[N:7]=[C:6]([C:8]2[S:12][C:11]([CH:13]([CH3:15])[CH3:14])=[N:10][C:9]=2[C:16]2[CH:17]=[C:18]([NH2:22])[CH:19]=[CH:20][CH:21]=2)[CH:5]=[CH:4][N:3]=1, predict the reactants needed to synthesize it. The reactants are: [Cl:1][C:2]1[N:7]=[C:6]([C:8]2[S:12][C:11]([CH:13]([CH3:15])[CH3:14])=[N:10][C:9]=2[C:16]2[CH:17]=[C:18]([NH:22]C(=O)OCC=C)[CH:19]=[CH:20][CH:21]=2)[CH:5]=[CH:4][N:3]=1.C([SnH](CCCC)CCCC)CCC.CC(O)=O.